From a dataset of Reaction yield outcomes from USPTO patents with 853,638 reactions. Predict the reaction yield, written as a fraction of the theoretical maximum amount of product (1.0 means a 100% yield; for example, 0.34 means a 34% yield). (1) The yield is 0.990. The product is [Br:23][C:24]1[CH:25]=[CH:26][C:27]([C:28]([N:33]2[CH2:38][CH2:37][O:36][CH2:35][CH2:34]2)=[O:30])=[CH:31][CH:32]=1. The catalyst is CN(C)C=O. The reactants are ON1C2C=CC=CC=2N=N1.Cl.C(N=C=NCCCN(C)C)C.[Br:23][C:24]1[CH:32]=[CH:31][C:27]([C:28]([OH:30])=O)=[CH:26][CH:25]=1.[NH:33]1[CH2:38][CH2:37][O:36][CH2:35][CH2:34]1.C(=O)([O-])O.[Na+]. (2) The reactants are [CH3:1][C:2]1[CH:7]=[CH:6][CH:5]=[C:4]([CH3:8])[C:3]=1[OH:9].[C:10]1(=O)[O:15][C:13](=[O:14])[C:12]2=[CH:16][CH:17]=[CH:18][CH:19]=[C:11]12. No catalyst specified. The product is [OH:9][C:3]1[C:4]([CH3:8])=[CH:5][C:6]([C:10]2([C:6]3[CH:5]=[C:4]([CH3:8])[C:3]([OH:9])=[C:2]([CH3:1])[CH:7]=3)[C:11]3[C:12](=[CH:16][CH:17]=[CH:18][CH:19]=3)[C:13](=[O:14])[O:15]2)=[CH:7][C:2]=1[CH3:1]. The yield is 0.910. (3) The reactants are B(Cl)(Cl)Cl.C([NH:9][S:10]([C:13]1[S:14][C:15]([C:18]2[N:23]=[C:22]([NH:24][C:25]3[CH:29]=[C:28]([CH:30]4[CH2:32][CH2:31]4)[NH:27][N:26]=3)[C:21](/[CH:33]=[CH:34]\[CH3:35])=[CH:20][N:19]=2)=[CH:16][CH:17]=1)(=[O:12])=[O:11])(C)(C)C. The catalyst is C(Cl)Cl. The product is [CH:30]1([C:28]2[NH:27][N:26]=[C:25]([NH:24][C:22]3[C:21](/[CH:33]=[CH:34]\[CH3:35])=[CH:20][N:19]=[C:18]([C:15]4[S:14][C:13]([S:10]([NH2:9])(=[O:12])=[O:11])=[CH:17][CH:16]=4)[N:23]=3)[CH:29]=2)[CH2:32][CH2:31]1. The yield is 0.774. (4) The reactants are [CH3:1][C:2]1[CH:7]=[CH:6][C:5]([NH:8][C:9](=[O:26])[C:10]2[CH:15]=[C:14]([C:16]([F:19])([F:18])[F:17])[CH:13]=[C:12]([N:20]3[CH:24]=[C:23]([CH3:25])[N:22]=[CH:21]3)[CH:11]=2)=[CH:4][C:3]=1[NH:27][C:28]([N:30]1[C:34]2[N:35]=[CH:36][N:37]=[C:38](Cl)[C:33]=2[CH:32]=[CH:31]1)=[O:29].C(Cl)(=O)C.[OH:44][CH:45]([C:47]1[CH:48]=[C:49]([CH:51]=[CH:52][CH:53]=1)[NH2:50])[CH3:46]. The catalyst is C(O)CCC. The product is [CH3:1][C:2]1[CH:7]=[CH:6][C:5]([NH:8][C:9](=[O:26])[C:10]2[CH:15]=[C:14]([C:16]([F:19])([F:18])[F:17])[CH:13]=[C:12]([N:20]3[CH:24]=[C:23]([CH3:25])[N:22]=[CH:21]3)[CH:11]=2)=[CH:4][C:3]=1[NH:27][C:28]([N:30]1[C:34]2[N:35]=[CH:36][N:37]=[C:38]([NH:50][C:49]3[CH:51]=[CH:52][CH:53]=[C:47]([CH:45]([OH:44])[CH3:46])[CH:48]=3)[C:33]=2[CH:32]=[CH:31]1)=[O:29]. The yield is 0.510. (5) The reactants are [CH3:1][O:2][C:3]([C:5]1([C:8]2[CH:13]=[CH:12][C:11]([O:14][CH2:15][CH2:16][C:17]([O:19]C(C)(C)C)=[O:18])=[CH:10][CH:9]=2)[CH2:7][CH2:6]1)=[O:4]. The catalyst is Cl. The product is [CH3:1][O:2][C:3]([C:5]1([C:8]2[CH:13]=[CH:12][C:11]([O:14][CH2:15][CH2:16][C:17]([OH:19])=[O:18])=[CH:10][CH:9]=2)[CH2:7][CH2:6]1)=[O:4]. The yield is 0.960. (6) The reactants are [CH2:1]([S:3](Cl)(=[O:5])=[O:4])[CH3:2].[Br:7][C:8]1[C:9]([O:16][CH3:17])=[CH:10][C:11]([F:15])=[C:12]([CH:14]=1)[NH2:13].N1C=CC=CC=1. The catalyst is C(Cl)Cl. The product is [Br:7][C:8]1[C:9]([O:16][CH3:17])=[CH:10][C:11]([F:15])=[C:12]([NH:13][S:3]([CH2:1][CH3:2])(=[O:5])=[O:4])[CH:14]=1. The yield is 0.735. (7) The reactants are [C:1]([C:3]1[CH:4]=[C:5]([CH:13]([CH2:17][CH:18]2[CH2:22][CH2:21][CH2:20][CH2:19]2)[C:14](O)=[O:15])[CH:6]=[CH:7][C:8]=1[S:9]([CH3:12])(=[O:11])=[O:10])#[N:2].C(N(CC)CC)C.F[P-](F)(F)(F)(F)F.N1(O[P+](N(C)C)(N(C)C)N(C)C)C2C=CC=CC=2N=N1.[NH2:57][C:58]1[O:59][C:60]2[CH:66]=[CH:65][CH:64]=[CH:63][C:61]=2[N:62]=1.Cl. The catalyst is C(Cl)Cl.O.C(OCC)(=O)C. The product is [O:59]1[C:60]2[CH:66]=[CH:65][CH:64]=[CH:63][C:61]=2[N:62]=[C:58]1[NH:57][C:14](=[O:15])[CH:13]([C:5]1[CH:6]=[CH:7][C:8]([S:9]([CH3:12])(=[O:10])=[O:11])=[C:3]([C:1]#[N:2])[CH:4]=1)[CH2:17][CH:18]1[CH2:22][CH2:21][CH2:20][CH2:19]1. The yield is 0.550. (8) The catalyst is [Pd].CO. The reactants are [OH:1][C:2]1[C:3]([N+:13]([O-])=O)=[CH:4][CH:5]=[C:6]2[C:10]=1[C:9](=[O:11])[N:8]([CH3:12])[CH2:7]2. The product is [NH2:13][C:3]1[C:2]([OH:1])=[C:10]2[C:6]([CH2:7][N:8]([CH3:12])[C:9]2=[O:11])=[CH:5][CH:4]=1. The yield is 0.640. (9) The reactants are [Cl:1][C:2]1[CH:7]=[CH:6][C:5]([C@H:8]2[C@H:13]([O:14][CH2:15][C:16]3[CH:21]=[CH:20][CH:19]=[CH:18][CH:17]=3)[C@@H:12]([O:22][CH2:23][C:24]3[CH:29]=[CH:28][CH:27]=[CH:26][CH:25]=3)[C@H:11]([O:30][CH2:31][C:32]3[CH:37]=[CH:36][CH:35]=[CH:34][CH:33]=3)[C@@H:10]([CH2:38][O:39][CH2:40][C:41]3[CH:46]=[CH:45][CH:44]=[CH:43][CH:42]=3)[O:9]2)=[CH:4][C:3]=1[C:47]1([C:50]#N)[CH2:49][CH2:48]1.[OH-:52].[Na+].CCO.[OH2:57]. No catalyst specified. The product is [Cl:1][C:2]1[CH:7]=[CH:6][C:5]([C@H:8]2[C@H:13]([O:14][CH2:15][C:16]3[CH:21]=[CH:20][CH:19]=[CH:18][CH:17]=3)[C@@H:12]([O:22][CH2:23][C:24]3[CH:29]=[CH:28][CH:27]=[CH:26][CH:25]=3)[C@H:11]([O:30][CH2:31][C:32]3[CH:37]=[CH:36][CH:35]=[CH:34][CH:33]=3)[C@@H:10]([CH2:38][O:39][CH2:40][C:41]3[CH:46]=[CH:45][CH:44]=[CH:43][CH:42]=3)[O:9]2)=[CH:4][C:3]=1[C:47]1([C:50]([OH:57])=[O:52])[CH2:49][CH2:48]1. The yield is 0.990. (10) The reactants are [C:1]1([CH2:7][CH2:8][CH:9]=O)[CH:6]=[CH:5][CH:4]=[CH:3][CH:2]=1.[CH:11]1([NH:17][OH:18])[CH2:16][CH2:15][CH2:14][CH2:13][CH2:12]1.CC1C=CC(S(O)(=O)=O)=CC=1. The catalyst is C(Cl)(Cl)Cl. The product is [CH:11]1([N+:17]([O-:18])=[CH:9][CH2:8][CH2:7][C:1]2[CH:6]=[CH:5][CH:4]=[CH:3][CH:2]=2)[CH2:16][CH2:15][CH2:14][CH2:13][CH2:12]1. The yield is 0.744.